Dataset: Reaction yield outcomes from USPTO patents with 853,638 reactions. Task: Predict the reaction yield, written as a fraction of the theoretical maximum amount of product (1.0 means a 100% yield; for example, 0.34 means a 34% yield). (1) The reactants are Cl[C:2]1[CH:3]=[C:4]([NH:13][CH2:14][C:15]([F:18])([F:17])[F:16])[C:5]2[N:6]([C:8]([C:11]#[N:12])=[CH:9][N:10]=2)[N:7]=1.[NH2:19][C:20]1[CH:21]=[C:22]([CH:25]=[CH:26][C:27]=1[O:28][CH3:29])[C:23]#[N:24].CC(C)([O-])C.[Na+].C(O)(C(F)(F)F)=O. The catalyst is C1(C)C=CC=CC=1.[CH2-]C=C.[CH2-]C=C.Cl[Pd+].Cl[Pd+].O. The product is [C:23]([C:22]1[CH:25]=[CH:26][C:27]([O:28][CH3:29])=[C:20]([NH:19][C:2]2[CH:3]=[C:4]([NH:13][CH2:14][C:15]([F:18])([F:17])[F:16])[C:5]3[N:6]([C:8]([C:11]#[N:12])=[CH:9][N:10]=3)[N:7]=2)[CH:21]=1)#[N:24]. The yield is 0.0540. (2) The reactants are Cl.[NH2:2][CH:3]([C:5]1[O:6][C:7](=[O:21])[C:8]2[C:13]([C:14]=1[C:15]1[CH:20]=[CH:19][CH:18]=[CH:17][CH:16]=1)=[CH:12][CH:11]=[CH:10][CH:9]=2)[CH3:4].[NH2:22][C:23]1[C:31]([C:32](O)=[O:33])=[C:26]2[N:27]=[CH:28][CH:29]=[CH:30][N:25]2[N:24]=1.C1C=CC2N(O)N=NC=2C=1.CN(C(ON1N=NC2C=CC=CC1=2)=[N+](C)C)C.F[P-](F)(F)(F)(F)F.CCN(C(C)C)C(C)C. The catalyst is C(Cl)Cl. The product is [NH2:22][C:23]1[C:31]([C:32]([NH:2][CH:3]([C:5]2[O:6][C:7](=[O:21])[C:8]3[C:13]([C:14]=2[C:15]2[CH:20]=[CH:19][CH:18]=[CH:17][CH:16]=2)=[CH:12][CH:11]=[CH:10][CH:9]=3)[CH3:4])=[O:33])=[C:26]2[N:27]=[CH:28][CH:29]=[CH:30][N:25]2[N:24]=1. The yield is 0.280. (3) The reactants are CS([Cl:5])(=O)=O.BrC1C=CC(N[C:12]2[C:21]3[C:16](=[CH:17][C:18](OCCCNC)=[C:19](OC)[CH:20]=3)[N:15]=[CH:14][N:13]=2)=C(F)C=1.C(N(CC)CC)C. The catalyst is C(Cl)Cl. The product is [ClH:5].[N:15]1[C:16]2[C:21](=[CH:20][CH:19]=[CH:18][CH:17]=2)[CH:12]=[N:13][CH:14]=1. The yield is 0.610. (4) The reactants are [NH:1]1[CH:5]=[N:4][C:3]([NH2:6])=[N:2]1.[C:7]([C:9]1[CH:14]=[CH:13][CH:12]=[CH:11][C:10]=1[C:15]1[CH:20]=[CH:19][C:18]([CH2:21][CH:22]([C:27](=O)[CH2:28][CH2:29][CH2:30][CH3:31])[C:23](OC)=[O:24])=[CH:17][CH:16]=1)#[N:8]. The catalyst is ClC1C=CC(Cl)=CC=1Cl. The product is [CH2:28]([C:27]1[N:2]2[N:1]=[CH:5][N:4]=[C:3]2[NH:6][C:23](=[O:24])[C:22]=1[CH2:21][C:18]1[CH:17]=[CH:16][C:15]([C:10]2[C:9]([C:7]#[N:8])=[CH:14][CH:13]=[CH:12][CH:11]=2)=[CH:20][CH:19]=1)[CH2:29][CH2:30][CH3:31]. The yield is 0.440. (5) The reactants are [CH2:1]([O:8][C:9]1[C:17]2[N:16]=[C:15]([CH3:18])[N:14]([CH3:19])[C:13]=2[CH:12]=[C:11](Br)[CH:10]=1)[C:2]1[CH:7]=[CH:6][CH:5]=[CH:4][CH:3]=1.[C:21]([NH2:24])(=[O:23])[CH3:22].C(=O)([O-])[O-].[Cs+].[Cs+].ClCCl. The catalyst is O1CCOCC1.C1C=CC(/C=C/C(/C=C/C2C=CC=CC=2)=O)=CC=1.C1C=CC(/C=C/C(/C=C/C2C=CC=CC=2)=O)=CC=1.C1C=CC(/C=C/C(/C=C/C2C=CC=CC=2)=O)=CC=1.[Pd].[Pd].CC1(C)C2C(=C(P(C3C=CC=CC=3)C3C=CC=CC=3)C=CC=2)OC2C(P(C3C=CC=CC=3)C3C=CC=CC=3)=CC=CC1=2. The product is [CH2:1]([O:8][C:9]1[C:17]2[N:16]=[C:15]([CH3:18])[N:14]([CH3:19])[C:13]=2[CH:12]=[C:11]([NH:24][C:21](=[O:23])[CH3:22])[CH:10]=1)[C:2]1[CH:7]=[CH:6][CH:5]=[CH:4][CH:3]=1. The yield is 0.620.